This data is from Full USPTO retrosynthesis dataset with 1.9M reactions from patents (1976-2016). The task is: Predict the reactants needed to synthesize the given product. (1) Given the product [I-:2].[I-:2].[I-:2].[CH3:36][N:37]([CH3:38])[C:10]1[CH:9]=[C:8]([CH2:6][CH3:7])[C:21]2[C:12]([CH:11]=1)=[S+:13][C:14]1[C:19](=[C:18]([CH3:22])[CH:17]=[CH:16][CH:15]=1)[N:20]=2.[CH3:70][N:71]([C:44]1[CH:43]=[C:42]([CH2:40][CH3:41])[C:55]2[C:46]([CH:45]=1)=[S+:47][C:48]1[C:53](=[C:52]([CH3:56])[CH:51]=[CH:50][CH:49]=1)[N:54]=2)[CH3:72].[CH3:19][N:20]([C:27]1[CH:26]=[C:25]([CH2:23][CH3:24])[C:38]2[C:29]([CH:28]=1)=[S+:30][C:31]1[C:36](=[C:35]([CH3:39])[CH:34]=[CH:33][CH:32]=1)[N:37]=2)[CH3:21], predict the reactants needed to synthesize it. The reactants are: O.[I-:2].[I-].[I-].[I-].[CH2:6]([C:8]1[CH:9]=[CH:10][CH:11]=[C:12]2[C:21]=1[N:20]=[C:19]1[C:14]([CH:15]=[CH:16][CH:17]=[C:18]1[CH3:22])=[S+:13]2)[CH3:7].[CH2:23]([C:25]1[CH:26]=[CH:27][CH:28]=[C:29]2[C:38]=1[N:37]=[C:36]1[C:31]([CH:32]=[CH:33][CH:34]=[C:35]1[CH3:39])=[S+:30]2)[CH3:24].[CH2:40]([C:42]1[CH:43]=[CH:44][CH:45]=[C:46]2[C:55]=1[N:54]=[C:53]1[C:48]([CH:49]=[CH:50][CH:51]=[C:52]1[CH3:56])=[S+:47]2)[CH3:41].C(C1C=CC=C2[C:72]=1[N:71]=[C:70]1C(C=CC=C1C)=[S+]2)C.C(Cl)(Cl)Cl. (2) Given the product [CH2:10]([C:12]1[C:13]([N+:21]([O-:23])=[O:22])=[C:14]([C:15]([F:19])=[C:16]([F:18])[CH:17]=1)[NH:4][C:3]1[CH:5]=[CH:6][C:7]([I:9])=[CH:8][C:2]=1[F:1])[CH3:11], predict the reactants needed to synthesize it. The reactants are: [F:1][C:2]1[CH:8]=[C:7]([I:9])[CH:6]=[CH:5][C:3]=1[NH2:4].[CH2:10]([C:12]1[CH:17]=[C:16]([F:18])[C:15]([F:19])=[C:14](F)[C:13]=1[N+:21]([O-:23])=[O:22])[CH3:11]. (3) Given the product [CH3:51][O:26][C:25](=[O:27])[C@H:9]([CH2:10][C:11]1[CH:12]=[CH:13][C:14]([C:17]2[CH:22]=[CH:21][CH:20]=[CH:19][C:18]=2[O:23][CH3:24])=[CH:15][CH:16]=1)[NH:8][C:6](=[O:7])[C:5]1[CH:28]=[CH:29][C:2]([NH:1][C:31]([NH:38][CH2:42][C:41]2[CH:48]=[CH:49][CH:44]=[CH:45][CH:46]=2)=[S:32])=[CH:3][C:4]=1[Cl:30], predict the reactants needed to synthesize it. The reactants are: [NH2:1][C:2]1[CH:29]=[CH:28][C:5]([C:6]([NH:8][C@H:9]([C:25]([OH:27])=[O:26])[CH2:10][C:11]2[CH:16]=[CH:15][C:14]([C:17]3[CH:22]=[CH:21][CH:20]=[CH:19][C:18]=3[O:23][CH3:24])=[CH:13][CH:12]=2)=[O:7])=[C:4]([Cl:30])[CH:3]=1.[C:31]([N:38]1[CH:42]=[CH:41]N=C1)(N1C=CN=C1)=[S:32].C(N)[C:44]1[CH:49]=[CH:48]C=[CH:46][CH:45]=1.[CH2:51](Cl)Cl. (4) Given the product [C:44]([C@:43]([CH3:47])([CH2:48][OH:49])[CH2:42][C@H:41]([NH:40][C:9]([C:3]1[NH:2][N:1]=[C:5]([C:6]([OH:8])=[O:7])[CH:4]=1)=[O:11])[CH2:50][C:51]1[CH:56]=[CH:55][C:54]([C:57]2[CH:62]=[CH:61][CH:60]=[C:59]([F:63])[CH:58]=2)=[CH:53][CH:52]=1)([OH:46])=[O:45], predict the reactants needed to synthesize it. The reactants are: [NH:1]1[C:5]([C:6]([OH:8])=[O:7])=[CH:4][C:3]([C:9]([OH:11])=O)=[N:2]1.CCN=C=NCCCN(C)C.CN1CCOCC1.C1C=CC2N(O)N=NC=2C=1.[NH2:40][C@H:41]([CH2:50][C:51]1[CH:56]=[CH:55][C:54]([C:57]2[CH:62]=[CH:61][CH:60]=[C:59]([F:63])[CH:58]=2)=[CH:53][CH:52]=1)[CH2:42][C@:43]([CH2:48][OH:49])([CH3:47])[C:44]([OH:46])=[O:45]. (5) Given the product [Si:1]([O:18][CH2:19][C@@H:20]([OH:32])[C@@H:21]([OH:31])[C@H:22]([OH:30])[C@H:23]([NH:26][C:27](=[O:29])[CH3:28])[CH2:24][OH:25])([C:14]([CH3:15])([CH3:16])[CH3:17])([C:8]1[CH:13]=[CH:12][CH:11]=[CH:10][CH:9]=1)[C:2]1[CH:7]=[CH:6][CH:5]=[CH:4][CH:3]=1, predict the reactants needed to synthesize it. The reactants are: [Si:1]([O:18][CH2:19][C@@H:20]([OH:32])[C@@H:21]([OH:31])[C@H:22]([OH:30])[C@H:23]([NH:26][C:27](=[O:29])[CH3:28])[CH:24]=[O:25])([C:14]([CH3:17])([CH3:16])[CH3:15])([C:8]1[CH:13]=[CH:12][CH:11]=[CH:10][CH:9]=1)[C:2]1[CH:7]=[CH:6][CH:5]=[CH:4][CH:3]=1.[BH4-].[Na+]. (6) Given the product [Cl:24][C:19]1[C:20]([O:22][CH3:23])=[CH:21][C:16]2[C:13]([C:10]3[CH:11]=[CH:12][C:7]([O:6][C:5]4[CH:29]=[CH:30][C:2]([Cl:1])=[CH:3][CH:4]=4)=[CH:8][C:9]=3[CH2:26][CH2:27][CH3:28])=[N:14][O:15][C:17]=2[CH:18]=1, predict the reactants needed to synthesize it. The reactants are: [Cl:1][C:2]1[CH:30]=[CH:29][C:5]([O:6][C:7]2[CH:12]=[CH:11][C:10](/[C:13](/[C:16]3[CH:21]=[C:20]([O:22][CH3:23])[C:19]([Cl:24])=[CH:18][C:17]=3F)=[N:14]/[OH:15])=[C:9]([CH2:26][CH2:27][CH3:28])[CH:8]=2)=[CH:4][CH:3]=1.C(=O)([O-])[O-].[Cs+].[Cs+]. (7) Given the product [F:1][C:2]1[CH:3]=[C:4]([C:12]2[S:16][C:15]([NH:17][C:18]([NH:21][CH2:22][CH2:23][OH:24])=[O:19])=[N:14][C:13]=2[CH3:20])[CH:5]=[CH:6][C:7]=1[S:8]([CH3:11])(=[O:10])=[O:9], predict the reactants needed to synthesize it. The reactants are: [F:1][C:2]1[CH:3]=[C:4]([C:12]2[S:16][C:15]([N:17]=[C:18]=[O:19])=[N:14][C:13]=2[CH3:20])[CH:5]=[CH:6][C:7]=1[S:8]([CH3:11])(=[O:10])=[O:9].[NH2:21][CH2:22][CH2:23][OH:24].